Dataset: Forward reaction prediction with 1.9M reactions from USPTO patents (1976-2016). Task: Predict the product of the given reaction. (1) Given the reactants [C:1]([O:5][C:6](=[O:17])[CH:7]([C:15]#[N:16])[C:8]1[CH:13]=[CH:12][CH:11]=[CH:10][C:9]=1[F:14])([CH3:4])([CH3:3])[CH3:2], predict the reaction product. The product is: [C:1]([O:5][C:6](=[O:17])[CH:7]([C:8]1[CH:13]=[CH:12][CH:11]=[CH:10][C:9]=1[F:14])[CH2:15][NH2:16])([CH3:4])([CH3:2])[CH3:3]. (2) Given the reactants [Cl:1][C:2]1[CH:3]=[CH:4][C:5]2[S:9][C:8]([CH2:10][O:11][C:12]3[CH:13]=[C:14]([CH:17]=[CH:18][N:19]=3)[C:15]#[N:16])=[N:7][C:6]=2[CH:20]=1.[OH2:21].N, predict the reaction product. The product is: [Cl:1][C:2]1[CH:3]=[CH:4][C:5]2[S:9][C:8]([CH2:10][O:11][C:12]3[CH:13]=[C:14]([CH:17]=[CH:18][N:19]=3)[C:15]([NH2:16])=[O:21])=[N:7][C:6]=2[CH:20]=1. (3) The product is: [F:45][C:43]1[CH:42]=[C:35]([CH:34]=[C:33]([C:27]2[C:26]3[N:25]=[C:17]([C:16]4[C:10]5[C:11](=[CH:12][N:13]=[C:8]([C:3]6[CH:4]=[N:5][CH:6]=[CH:7][C:2]=6[CH3:1])[CH:9]=5)[NH:14][N:15]=4)[NH:32][C:31]=3[CH:30]=[CH:29][N:28]=2)[CH:44]=1)[CH2:36][NH:37][S:38]([CH3:41])(=[O:40])=[O:39]. Given the reactants [CH3:1][C:2]1[CH:7]=[CH:6][N:5]=[CH:4][C:3]=1[C:8]1[CH:9]=[C:10]2[C:16]([CH:17]=O)=[N:15][N:14](C3CCCCO3)[C:11]2=[CH:12][N:13]=1.[NH2:25][C:26]1[C:27]([C:33]2[CH:34]=[C:35]([CH:42]=[C:43]([F:45])[CH:44]=2)[CH2:36][NH:37][S:38]([CH3:41])(=[O:40])=[O:39])=[N:28][CH:29]=[CH:30][C:31]=1[NH2:32], predict the reaction product.